The task is: Predict the reactants needed to synthesize the given product.. This data is from Full USPTO retrosynthesis dataset with 1.9M reactions from patents (1976-2016). (1) Given the product [C:1]([N:4]1[CH2:8][CH2:7][N:6]([C:9]2[CH:10]=[CH:11][C:12]([C:20]([N:22]3[CH2:23][CH2:24][N:25]([C:28]4[C:33]([CH3:34])=[CH:32][C:31]([CH3:35])=[CH:30][N:29]=4)[CH2:26][CH2:27]3)=[O:21])=[C:13]([N:15]([CH3:37])[S:16]([CH3:19])(=[O:18])=[O:17])[CH:14]=2)[C:5]1=[O:36])(=[O:3])[CH3:2], predict the reactants needed to synthesize it. The reactants are: [C:1]([N:4]1[CH2:8][CH2:7][N:6]([C:9]2[CH:10]=[CH:11][C:12]([C:20]([N:22]3[CH2:27][CH2:26][N:25]([C:28]4[C:33]([CH3:34])=[CH:32][C:31]([CH3:35])=[CH:30][N:29]=4)[CH2:24][CH2:23]3)=[O:21])=[C:13]([NH:15][S:16]([CH3:19])(=[O:18])=[O:17])[CH:14]=2)[C:5]1=[O:36])(=[O:3])[CH3:2].[CH3:37]I. (2) Given the product [F:24][C:21]1[CH:22]=[CH:23][C:18]([C:12]2[S:11][C:10]3[CH:25]=[CH:26][C:7]([C:32]4[CH:33]=[C:34]([CH:38]=[CH:39][CH:40]=4)[C:35]([OH:37])=[O:36])=[CH:8][C:9]=3[C:13]=2[C:14](=[O:17])[NH:15][CH3:16])=[CH:19][CH:20]=1, predict the reactants needed to synthesize it. The reactants are: FC(F)(F)S(O[C:7]1[CH:26]=[CH:25][C:10]2[S:11][C:12]([C:18]3[CH:23]=[CH:22][C:21]([F:24])=[CH:20][CH:19]=3)=[C:13]([C:14](=[O:17])[NH:15][CH3:16])[C:9]=2[CH:8]=1)(=O)=O.B([C:32]1[CH:33]=[C:34]([CH:38]=[CH:39][CH:40]=1)[C:35]([OH:37])=[O:36])(O)O.C(=O)([O-])[O-].[Cs+].[Cs+].O1CCOCC1. (3) Given the product [F:11][C:4]1[CH:5]=[C:6]([N+:8]([O-:10])=[O:9])[CH:7]=[C:2]([O:15][C:12]2[CH:6]=[CH:5][C:4]([F:11])=[CH:3][CH:2]=2)[CH:3]=1, predict the reactants needed to synthesize it. The reactants are: F[C:2]1[CH:7]=[C:6]([N+:8]([O-:10])=[O:9])[CH:5]=[C:4]([F:11])[CH:3]=1.[C:12](=[O:15])([O-])[O-].[Cs+].[Cs+].O. (4) Given the product [F:32][C:27]1[CH:26]=[C:25]([NH:24][C:23]([C:20]2[CH:21]=[CH:22][C:17]([N:14]3[CH2:13][CH2:12][N:11]([C:8]4[CH:9]=[CH:10][C:5]([C:4]([OH:34])=[O:3])=[CH:6][CH:7]=4)[CH2:16][CH2:15]3)=[N:18][CH:19]=2)=[O:33])[CH:30]=[C:29]([I:31])[CH:28]=1, predict the reactants needed to synthesize it. The reactants are: C([O:3][C:4](=[O:34])[C:5]1[CH:10]=[CH:9][C:8]([N:11]2[CH2:16][CH2:15][N:14]([C:17]3[CH:22]=[CH:21][C:20]([C:23](=[O:33])[NH:24][C:25]4[CH:30]=[C:29]([I:31])[CH:28]=[C:27]([F:32])[CH:26]=4)=[CH:19][N:18]=3)[CH2:13][CH2:12]2)=[CH:7][CH:6]=1)C.C(C1C=C(NC(C2C=CC(N3CCN(C4C=CC(C(O)=O)=CC=4)CC3)=NC=2)=O)C=CC=1)(C)(C)C. (5) Given the product [BrH:1].[C:18]1([CH2:17][N:14]2[CH2:15][CH2:16][N:11]([C:9]3[S:10][CH:2]=[C:3]([C:4]([OH:6])=[O:5])[N:8]=3)[CH2:12][CH2:13]2)[CH:19]=[CH:20][CH:21]=[CH:22][CH:23]=1, predict the reactants needed to synthesize it. The reactants are: [Br:1][CH2:2][C:3](=O)[C:4]([OH:6])=[O:5].[NH2:8][C:9]([N:11]1[CH2:16][CH2:15][N:14]([CH2:17][C:18]2[CH:23]=[CH:22][CH:21]=[CH:20][CH:19]=2)[CH2:13][CH2:12]1)=[S:10]. (6) The reactants are: C(OC([NH:8][CH:9]([C:21]1[CH:26]=[CH:25][CH:24]=[C:23]([C:27]([F:30])([F:29])[F:28])[CH:22]=1)[C:10]([NH:12][C:13]1([C:16]([O:18][CH2:19][CH3:20])=[O:17])[CH2:15][CH2:14]1)=[O:11])=O)(C)(C)C.[ClH:31]. Given the product [ClH:31].[NH2:8][CH:9]([C:21]1[CH:26]=[CH:25][CH:24]=[C:23]([C:27]([F:28])([F:29])[F:30])[CH:22]=1)[C:10]([NH:12][C:13]1([C:16]([O:18][CH2:19][CH3:20])=[O:17])[CH2:14][CH2:15]1)=[O:11], predict the reactants needed to synthesize it. (7) Given the product [CH2:1]([CH:3]1[C:12]2[C:7](=[CH:8][C:9]([O:13][CH3:14])=[CH:10][CH:11]=2)[CH2:6][N:5]([C:21]([C:20]2[CH:24]=[C:25]([S:28]([CH3:31])(=[O:30])=[O:29])[CH:26]=[CH:27][C:19]=2[O:18][CH:15]([CH3:17])[CH3:16])=[O:22])[CH2:4]1)[CH3:2], predict the reactants needed to synthesize it. The reactants are: [CH2:1]([CH:3]1[C:12]2[C:7](=[CH:8][C:9]([O:13][CH3:14])=[CH:10][CH:11]=2)[CH2:6][NH:5][CH2:4]1)[CH3:2].[CH:15]([O:18][C:19]1[CH:27]=[CH:26][C:25]([S:28]([CH3:31])(=[O:30])=[O:29])=[CH:24][C:20]=1[C:21](O)=[O:22])([CH3:17])[CH3:16].